From a dataset of Forward reaction prediction with 1.9M reactions from USPTO patents (1976-2016). Predict the product of the given reaction. (1) The product is: [CH2:1]([N:8]1[C:25](=[O:26])[CH2:24][O:16][C:13]([CH3:14])([CH3:15])[C@H:9]1[C:10]([OH:12])=[O:11])[C:2]1[CH:7]=[CH:6][CH:5]=[CH:4][CH:3]=1. Given the reactants [CH2:1]([NH:8][C@@H:9]([C:13]([OH:16])([CH3:15])[CH3:14])[C:10]([OH:12])=[O:11])[C:2]1[CH:7]=[CH:6][CH:5]=[CH:4][CH:3]=1.C(=O)([O-])[O-].[K+].[K+].Cl[CH2:24][C:25](Cl)=[O:26].[OH-].[Na+], predict the reaction product. (2) Given the reactants [Cl:1][C:2]1[C:3]([CH3:36])=[C:4]([NH:8][C:9]([C:11]2[C:19]3[N:18]=[C:17]([CH2:20][O:21][CH3:22])[NH:16][C:15]=3[CH:14]=[C:13]([NH:23][C:24]([C:26]3[CH:31]=[CH:30][CH:29]=[CH:28][C:27]=3[C:32]([F:35])([F:34])[F:33])=[O:25])[CH:12]=2)=[O:10])[CH:5]=[CH:6][CH:7]=1.Cl, predict the reaction product. The product is: [ClH:1].[Cl:1][C:2]1[C:3]([CH3:36])=[C:4]([NH:8][C:9]([C:11]2[C:19]3[N:18]=[C:17]([CH2:20][O:21][CH3:22])[NH:16][C:15]=3[CH:14]=[C:13]([NH:23][C:24]([C:26]3[CH:31]=[CH:30][CH:29]=[CH:28][C:27]=3[C:32]([F:33])([F:34])[F:35])=[O:25])[CH:12]=2)=[O:10])[CH:5]=[CH:6][CH:7]=1. (3) Given the reactants [H-].[Na+].[NH2:3][C:4]1[N:9]=[CH:8][N:7]=[C:6]([NH:10][C:11]2[CH:12]=[C:13]3[C:17](=[CH:18][CH:19]=2)[NH:16][CH:15]=[CH:14]3)[CH:5]=1.[CH2:20]([NH:22][C:23](=[O:31])OC1C=CC=CC=1)[CH3:21], predict the reaction product. The product is: [CH2:20]([NH:22][C:23]([N:16]1[C:17]2[C:13](=[CH:12][C:11]([NH:10][C:6]3[CH:5]=[C:4]([NH:3][C:23]([NH:22][CH2:20][CH3:21])=[O:31])[N:9]=[CH:8][N:7]=3)=[CH:19][CH:18]=2)[CH:14]=[CH:15]1)=[O:31])[CH3:21]. (4) Given the reactants [Cl:1][C:2]1[CH:3]=[CH:4][C:5]([N:16]2[CH:20]=[C:19]([Si:21]([CH3:24])([CH3:23])[CH3:22])[N:18]=[N:17]2)=[C:6]([C:8]2[CH:13]=[C:12]([O:14][CH3:15])[N:11]=[CH:10][N:9]=2)[CH:7]=1.Cl[C:26]1C=CC(N)=C(C2C(C)=C(OC)N=CN=2)C=1, predict the reaction product. The product is: [Cl:1][C:2]1[CH:3]=[CH:4][C:5]([N:16]2[CH:20]=[C:19]([Si:21]([CH3:23])([CH3:22])[CH3:24])[N:18]=[N:17]2)=[C:6]([C:8]2[C:13]([CH3:26])=[C:12]([O:14][CH3:15])[N:11]=[CH:10][N:9]=2)[CH:7]=1. (5) Given the reactants [C:1]1([CH:7]([C:11]2[CH:16]=[CH:15][CH:14]=[CH:13][CH:12]=2)[C:8](Cl)=[O:9])[CH:6]=[CH:5][CH:4]=[CH:3][CH:2]=1.[CH3:17][O:18][CH2:19][CH2:20][C:21]1[O:25][C:24]([NH2:26])=[N:23][N:22]=1, predict the reaction product. The product is: [CH3:17][O:18][CH2:19][CH2:20][C:21]1[O:25][C:24]([NH:26][C:8](=[O:9])[CH:7]([C:11]2[CH:16]=[CH:15][CH:14]=[CH:13][CH:12]=2)[C:1]2[CH:6]=[CH:5][CH:4]=[CH:3][CH:2]=2)=[N:23][N:22]=1. (6) Given the reactants C([C:3]1[N:4]([CH3:23])[CH:5]=[C:6]([C:8]2[CH:13]=[CH:12][C:11]([O:14][C:15]3[CH:20]=[CH:19][C:18]([F:21])=[CH:17][C:16]=3[F:22])=[CH:10][CH:9]=2)[N:7]=1)#N.FC1C=C(F)C=CC=1OC1C=CC(C2N=CNC=2)=CC=1.[OH-].[K+].CI, predict the reaction product. The product is: [F:22][C:16]1[CH:17]=[C:18]([F:21])[CH:19]=[CH:20][C:15]=1[O:14][C:11]1[CH:10]=[CH:9][C:8]([C:6]2[N:7]=[CH:3][N:4]([CH3:23])[CH:5]=2)=[CH:13][CH:12]=1. (7) Given the reactants [CH:1]([N:4](CC)C(C)C)([CH3:3])[CH3:2].[Cl:10][C:11]1[N:12]=[CH:13][C:14]([C:17]([OH:19])=O)=[N:15][CH:16]=1.F[P-](F)(F)(F)(F)F.N1(O[P+](N(C)C)(N(C)C)N(C)C)C2C=CC=CC=2N=N1.CC(N)C.C([O-])(O)=O.[Na+], predict the reaction product. The product is: [Cl:10][C:11]1[N:12]=[CH:13][C:14]([C:17]([NH:4][CH:1]([CH3:3])[CH3:2])=[O:19])=[N:15][CH:16]=1. (8) Given the reactants [Cl:1][C:2]1[CH:33]=[CH:32][C:5]([C:6]([NH:8][C:9]2[CH:14]=[CH:13][C:12]([CH2:15][NH:16][C:17]3[C:26]4[C:21](=[CH:22][CH:23]=[C:24]([C:27]([F:30])([F:29])[F:28])[CH:25]=4)[N:20]=[C:19](Cl)[N:18]=3)=[CH:11][CH:10]=2)=[O:7])=[CH:4][CH:3]=1.Cl.[CH3:35][NH2:36], predict the reaction product. The product is: [Cl:1][C:2]1[CH:3]=[CH:4][C:5]([C:6]([NH:8][C:9]2[CH:10]=[CH:11][C:12]([CH2:15][NH:16][C:17]3[C:26]4[C:21](=[CH:22][CH:23]=[C:24]([C:27]([F:30])([F:28])[F:29])[CH:25]=4)[N:20]=[C:19]([NH:36][CH3:35])[N:18]=3)=[CH:13][CH:14]=2)=[O:7])=[CH:32][CH:33]=1. (9) Given the reactants [Cl:1][C:2]1[C:11]2[C:6](=[CH:7][C:8]([OH:14])=[C:9]([O:12][CH3:13])[CH:10]=2)[N:5]=[CH:4][N:3]=1.[C:15]([N:18]1[CH2:23][CH2:22][N:21]([CH2:24][CH2:25][CH2:26]O)[CH2:20][CH2:19]1)(=[O:17])[CH3:16].C1(P(C2C=CC=CC=2)C2C=CC=CC=2)C=CC=CC=1.N(C([O-])=O)=NC([O-])=O, predict the reaction product. The product is: [CH3:8][CH2:7][CH2:6][CH:11]([CH3:2])[CH3:10].[C:15]([N:18]1[CH2:23][CH2:22][N:21]([CH2:24][CH2:25][CH2:26][O:14][C:8]2[CH:7]=[C:6]3[C:11]([C:2]([Cl:1])=[N:3][CH:4]=[N:5]3)=[CH:10][C:9]=2[O:12][CH3:13])[CH2:20][CH2:19]1)(=[O:17])[CH3:16]. (10) Given the reactants Cl[C:2]1[C:11]2[C:6](=[CH:7][CH:8]=[CH:9][CH:10]=2)[N:5]=[C:4]([CH2:12][Cl:13])[N:3]=1.Cl.[CH3:15][O:16][C:17](=[O:23])[C@H:18]([CH:20]([CH3:22])[CH3:21])[NH2:19].C(=O)([O-])[O-].[K+].[K+], predict the reaction product. The product is: [CH3:15][O:16][C:17](=[O:23])[C@@H:18]([NH:19][C:2]1[C:11]2[C:6](=[CH:7][CH:8]=[CH:9][CH:10]=2)[N:5]=[C:4]([CH2:12][Cl:13])[N:3]=1)[CH:20]([CH3:22])[CH3:21].